Task: Predict which catalyst facilitates the given reaction.. Dataset: Catalyst prediction with 721,799 reactions and 888 catalyst types from USPTO Reactant: [N+:1]([C:4]1[CH:12]=[C:11]2[C:7]([C:8]([O:13][C:14]3[C:22]4[C:17](=[CH:18][C:19]([N+:23]([O-])=O)=[CH:20][CH:21]=4)[NH:16][N:15]=3)=[N:9][NH:10]2)=[CH:6][CH:5]=1)([O-])=O. Product: [NH2:23][C:19]1[CH:18]=[C:17]2[C:22]([C:14]([O:13][C:8]3[C:7]4[C:11](=[CH:12][C:4]([NH2:1])=[CH:5][CH:6]=4)[NH:10][N:9]=3)=[N:15][NH:16]2)=[CH:21][CH:20]=1. The catalyst class is: 45.